From a dataset of Reaction yield outcomes from USPTO patents with 853,638 reactions. Predict the reaction yield, written as a fraction of the theoretical maximum amount of product (1.0 means a 100% yield; for example, 0.34 means a 34% yield). (1) The reactants are Br[C:2]1[CH:3]=[C:4]([CH:9]=[CH:10][C:11]=1[OH:12])[C:5]([O:7][CH3:8])=[O:6].C(N(CC)CC)C.[CH:20]([O:22]CCCC)=[CH2:21].Cl. The catalyst is C(O)C.C(OCC)C.C1(P(C2C=CC=CC=2)[C-]2C=CC=C2)C=CC=CC=1.[C-]1(P(C2C=CC=CC=2)C2C=CC=CC=2)C=CC=C1.[Fe+2].C(O[Pd]OC(=O)C)(=O)C.C(Cl)Cl. The product is [C:20]([C:2]1[CH:3]=[C:4]([CH:9]=[CH:10][C:11]=1[OH:12])[C:5]([O:7][CH3:8])=[O:6])(=[O:22])[CH3:21]. The yield is 0.820. (2) The reactants are [Br:1][C:2]1[CH:3]=[C:4]([CH:12]2[C:21]3[C:16](=[C:17]4[CH:24]=[CH:23][N:22]([CH3:25])[C:18]4=[CH:19][CH:20]=3)[O:15][CH:14]([OH:26])[CH2:13]2)[CH:5]=[C:6]([O:10][CH3:11])[C:7]=1[O:8][CH3:9].C[N+]1([O-])CCOCC1. The catalyst is ClCCl.CCC[N+](CCC)(CCC)CCC.[O-][Ru](=O)(=O)=O. The product is [Br:1][C:2]1[CH:3]=[C:4]([CH:12]2[C:21]3[C:16](=[C:17]4[CH:24]=[CH:23][N:22]([CH3:25])[C:18]4=[CH:19][CH:20]=3)[O:15][C:14](=[O:26])[CH2:13]2)[CH:5]=[C:6]([O:10][CH3:11])[C:7]=1[O:8][CH3:9]. The yield is 0.200. (3) No catalyst specified. The product is [ClH:1].[C:20]([C:22]1[CH:23]=[C:24]([CH:26]=[CH:27][C:28]=1[O:29][CH2:30][C:31]1[N:32]=[CH:33][S:34][CH:35]=1)[NH:25][C:2]1[C:11]2[C:6](=[CH:7][CH:8]=[CH:9][C:10]=2[O:12][CH:13]2[CH2:18][CH2:17][N:16]([CH3:19])[CH2:15][CH2:14]2)[N:5]=[CH:4][N:3]=1)#[CH:21]. The yield is 0.200. The reactants are [Cl:1][C:2]1[C:11]2[C:6](=[CH:7][CH:8]=[CH:9][C:10]=2[O:12][CH:13]2[CH2:18][CH2:17][N:16]([CH3:19])[CH2:15][CH2:14]2)[N:5]=[CH:4][N:3]=1.[C:20]([C:22]1[CH:23]=[C:24]([CH:26]=[CH:27][C:28]=1[O:29][CH2:30][C:31]1[N:32]=[CH:33][S:34][CH:35]=1)[NH2:25])#[CH:21].